Predict the reaction yield, written as a fraction of the theoretical maximum amount of product (1.0 means a 100% yield; for example, 0.34 means a 34% yield). From a dataset of Reaction yield outcomes from USPTO patents with 853,638 reactions. (1) The reactants are [C:1]([C:4]1[S:8][C:7]([N:9]2[CH2:13][CH2:12][N:11]([CH2:14][CH:15]3[CH2:17][CH2:16]3)[C:10]2=[O:18])=[N:6][C:5]=1[CH3:19])(=O)[CH3:2].CO[C:22](OC)([N:24](C)C)[CH3:23].O.[NH2:30]N. The catalyst is CN(C)C(=O)C. The product is [CH:15]1([CH2:14][N:11]2[CH2:12][CH2:13][N:9]([C:7]3[S:8][C:4]([C:1]4[CH:2]=[C:22]([CH3:23])[NH:24][N:30]=4)=[C:5]([CH3:19])[N:6]=3)[C:10]2=[O:18])[CH2:17][CH2:16]1. The yield is 0.710. (2) The reactants are Cl.[NH2:2][CH2:3][CH2:4][CH2:5][CH2:6][NH:7][C:8]([C@@H:10]([NH:15][C:16]([C:18]1[S:19][C:20]2[CH:26]=[CH:25][CH:24]=[CH:23][C:21]=2[CH:22]=1)=[O:17])[CH2:11][CH:12]([CH3:14])[CH3:13])=[O:9].[F:27][C:28]1[CH:33]=[C:32]([F:34])[CH:31]=[CH:30][C:29]=1[S:35](Cl)(=[O:37])=[O:36].CCN(CC)CC. The catalyst is C(Cl)Cl. The product is [F:27][C:28]1[CH:33]=[C:32]([F:34])[CH:31]=[CH:30][C:29]=1[S:35]([NH:2][CH2:3][CH2:4][CH2:5][CH2:6][NH:7][C:8]([C@@H:10]([NH:15][C:16]([C:18]1[S:19][C:20]2[CH:26]=[CH:25][CH:24]=[CH:23][C:21]=2[CH:22]=1)=[O:17])[CH2:11][CH:12]([CH3:13])[CH3:14])=[O:9])(=[O:37])=[O:36]. The yield is 0.950.